This data is from Full USPTO retrosynthesis dataset with 1.9M reactions from patents (1976-2016). The task is: Predict the reactants needed to synthesize the given product. (1) The reactants are: [F:1][C:2]1[CH:10]=[C:9]2[C:5]([CH:6]=[CH:7][N:8]2[Si:11]([CH:18]([CH3:20])[CH3:19])([CH:15]([CH3:17])[CH3:16])[CH:12]([CH3:14])[CH3:13])=[CH:4][CH:3]=1.C([Li])(CC)C.C1CCCCC1.[C:32](=[O:34])=[O:33]. Given the product [F:1][C:2]1[CH:10]=[C:9]2[C:5]([CH:6]=[CH:7][N:8]2[Si:11]([CH:15]([CH3:17])[CH3:16])([CH:18]([CH3:20])[CH3:19])[CH:12]([CH3:13])[CH3:14])=[CH:4][C:3]=1[C:32]([OH:34])=[O:33], predict the reactants needed to synthesize it. (2) Given the product [SH:1][C:2]1[CH:3]=[CH:4][C:5]([CH2:8][C:9]([O:11][CH3:17])=[O:10])=[CH:6][CH:7]=1, predict the reactants needed to synthesize it. The reactants are: [SH:1][C:2]1[CH:7]=[CH:6][C:5]([CH2:8][C:9]([OH:11])=[O:10])=[CH:4][CH:3]=1.OS(O)(=O)=O.[CH3:17]O. (3) The reactants are: Br[C:2]1[C:7](=[O:8])[N:6]([CH2:9][C:10]2[CH:15]=[CH:14][C:13]([C:16]3[C:17]([C:22]#[N:23])=[CH:18][CH:19]=[CH:20][CH:21]=3)=[CH:12][CH:11]=2)[C:5]([CH2:24][CH2:25][CH3:26])=[N:4][C:3]=1[CH3:27].[CH3:28][O:29][C:30]1[CH:35]=[CH:34][C:33]([OH:36])=[CH:32][CH:31]=1.[OH-].[K+].CS(C)=O. Given the product [CH3:28][O:29][C:30]1[CH:35]=[CH:34][C:33]([O:36][C:2]2[C:7](=[O:8])[N:6]([CH2:9][C:10]3[CH:15]=[CH:14][C:13]([C:16]4[C:17]([C:22]#[N:23])=[CH:18][CH:19]=[CH:20][CH:21]=4)=[CH:12][CH:11]=3)[C:5]([CH2:24][CH2:25][CH3:26])=[N:4][C:3]=2[CH3:27])=[CH:32][CH:31]=1, predict the reactants needed to synthesize it. (4) Given the product [OH:23][CH2:22][C@@H:21]([NH:20][C:17]([C:10]1[C:11]2[CH2:12][C@@H:13]3[CH2:16][C@@H:14]3[C:15]=2[N:8]([C:4]2[CH:3]=[C:2]([Cl:1])[CH:7]=[CH:6][N:5]=2)[N:9]=1)=[O:18])[CH:24]([CH3:26])[CH3:25], predict the reactants needed to synthesize it. The reactants are: [Cl:1][C:2]1[CH:7]=[CH:6][N:5]=[C:4]([N:8]2[C:15]3[C@H:14]4[CH2:16][C@H:13]4[CH2:12][C:11]=3[C:10]([C:17](O)=[O:18])=[N:9]2)[CH:3]=1.[NH2:20][C@@H:21]([CH:24]([CH3:26])[CH3:25])[CH2:22][OH:23]. (5) Given the product [C:16]([C:10]1[CH:9]=[C:8]2[C:13]([C:14]([CH3:15])=[C:6]([CH2:4][C:3]3[CH:20]=[CH:21][C:22]([Cl:24])=[CH:23][C:2]=3[Cl:1])[NH:7]2)=[CH:12][CH:11]=1)([OH:18])=[O:17], predict the reactants needed to synthesize it. The reactants are: [Cl:1][C:2]1[CH:23]=[C:22]([Cl:24])[CH:21]=[CH:20][C:3]=1[C:4]([C:6]1[NH:7][C:8]2[C:13]([C:14]=1[CH3:15])=[CH:12][CH:11]=[C:10]([C:16]([O:18]C)=[O:17])[CH:9]=2)=O.O.NN.[OH-].[K+].Cl. (6) Given the product [Br:33][C:29]1[CH:28]=[C:27]2[C:32](=[CH:31][CH:30]=1)[C:23]([CH2:22][N:19]1[C:20](=[O:21])[C@@H:14]([NH:13][C:11](=[O:12])[C@@H:10]([NH:9][CH2:41][CH2:42][CH3:43])[CH3:40])[CH2:15][CH2:16][C:17]3[CH:39]=[CH:38][CH:37]=[CH:36][C:18]1=3)=[C:24]([O:34][CH3:35])[CH:25]=[CH:26]2, predict the reactants needed to synthesize it. The reactants are: C(O)(=O)C.C([BH3-])#N.[Na+].[NH2:9][C@@H:10]([CH3:40])[C:11]([NH:13][C@@H:14]1[C:20](=[O:21])[N:19]([CH2:22][C:23]2[C:32]3[C:27](=[CH:28][C:29]([Br:33])=[CH:30][CH:31]=3)[CH:26]=[CH:25][C:24]=2[O:34][CH3:35])[C:18]2[CH:36]=[CH:37][CH:38]=[CH:39][C:17]=2[CH2:16][CH2:15]1)=[O:12].[CH:41](=O)[CH2:42][CH3:43].[OH-].[Na+].